Predict the reactants needed to synthesize the given product. From a dataset of Retrosynthesis with 50K atom-mapped reactions and 10 reaction types from USPTO. Given the product CNC1CCCc2cccnc21, predict the reactants needed to synthesize it. The reactants are: CN.O=C1CCCc2cccnc21.